Predict the product of the given reaction. From a dataset of Forward reaction prediction with 1.9M reactions from USPTO patents (1976-2016). The product is: [C:3]([C:5]1[CH:27]=[CH:26][C:8]2[O:9][C:10]([CH3:25])=[C:11]([CH2:12][C:13]3[CH:18]=[CH:17][C:16]([C:19]4[CH:24]=[CH:23][CH:22]=[CH:21][CH:20]=4)=[CH:15][CH:14]=3)[C:7]=2[CH:6]=1)([OH:4])=[O:2]. Given the reactants C[O:2][C:3]([C:5]1[CH:27]=[CH:26][C:8]2[O:9][C:10]([CH3:25])=[C:11]([CH2:12][C:13]3[CH:18]=[CH:17][C:16]([C:19]4[CH:24]=[CH:23][CH:22]=[CH:21][CH:20]=4)=[CH:15][CH:14]=3)[C:7]=2[CH:6]=1)=[O:4].[OH-].[Na+].CO, predict the reaction product.